Binary Classification. Given a miRNA mature sequence and a target amino acid sequence, predict their likelihood of interaction. From a dataset of Experimentally validated miRNA-target interactions with 360,000+ pairs, plus equal number of negative samples. (1) The miRNA is hsa-miR-4454 with sequence GGAUCCGAGUCACGGCACCA. The protein sequence of the target gene is MAAPDLAHGGHVSRDSVCLHEEQTQAAGMVAGWLINCYQDAVTFDDVAVDFTQEEWTLLDPSQRDLYRDVMLENYENLASVEWRLKTKGPALRQDRSWFRASNETQTARSHNGGQLCDRTQCGEAFSEHSGLSTHVRTQNTGDSCVSNHYERDFFIPCQKTLFKIGEQFSVLGQCGKAFSSTPNVVSQQACTRDRSLDYSSCGEVFLNQSYLQARAGSHNGEETWKWKPCGKALTHSMGCATPVEMHAVRNPHVCRECGKAFRYTAYLTGRVQVHPGEKPCELEECGKASPVSSSLTQHV.... Result: 0 (no interaction). (2) The protein sequence of the target gene is MSEVTKELLELVWGTKSSPGLSDTIFCRWTQGFVFSESEGSALEQFEGGPCAVIAPVQAFLLKKLLFSSEKSSWRDCSEEEQKELLCHTLCDIVESAYDSSGSYCLVSWLRGRTPEEAARISGSPAQSSCQVEHSSALAVEELGFERFHALIQKRSFRTVSELKDAVLDQYSMWGNKFGVLLFLYSVLLTKGIENIKNSIEDANEPLIDPVYGHGSQSLINLLLTGHAVSNVWDGDRECSGMQLLGIHEQAAVGFLTLMEALRYCKVGSYLKSPKFPIWIVGSETHLTVFFAKDMALVAP.... The miRNA is cel-miR-58b-3p with sequence AGAGAUCAACCAUUGAGAUCCAA. Result: 0 (no interaction).